Dataset: Forward reaction prediction with 1.9M reactions from USPTO patents (1976-2016). Task: Predict the product of the given reaction. (1) The product is: [F:1][C:2]1[CH:3]=[C:4]2[C:8](=[CH:9][CH:10]=1)[NH:7][C:6](=[O:11])/[C:5]/2=[CH:12]\[C:13]1[NH:17][C:16]2[CH2:18][CH2:19][CH2:20][CH2:21][CH2:22][C:15]=2[C:14]=1[CH2:23][CH2:24][C:25]([NH:28][CH2:29][CH2:30][N:31]1[CH2:36][CH2:35][O:34][CH2:33][CH2:32]1)=[O:27]. Given the reactants [F:1][C:2]1[CH:3]=[C:4]2[C:8](=[CH:9][CH:10]=1)[NH:7][C:6](=[O:11])/[C:5]/2=[CH:12]\[C:13]1[NH:17][C:16]2[CH2:18][CH2:19][CH2:20][CH2:21][CH2:22][C:15]=2[C:14]=1[CH2:23][CH2:24][C:25]([OH:27])=O.[NH2:28][CH2:29][CH2:30][N:31]1[CH2:36][CH2:35][O:34][CH2:33][CH2:32]1.CN(C)CCCN=C=NCC.ON1C2C=CC=CC=2N=N1, predict the reaction product. (2) Given the reactants [NH2:1][C:2]1[CH:3]=[C:4]2[C:17](=[CH:18][CH:19]=1)[N:16]1[CH2:20][C@@H:21]([CH3:25])[O:22][C@@H:23]([CH3:24])[C@@H:15]1[C:6]1([C:11](=[O:12])[NH:10][C:9](=[O:13])[NH:8][C:7]1=[O:14])[CH2:5]2.[C:26]1([N:32]=[C:33]=[O:34])[CH:31]=[CH:30][CH:29]=[CH:28][CH:27]=1, predict the reaction product. The product is: [CH3:25][C@H:21]1[O:22][C@@H:23]([CH3:24])[C@@H:15]2[C:6]3([CH2:5][C:4]4[C:17]([N:16]2[CH2:20]1)=[CH:18][CH:19]=[C:2]([NH:1][C:33]([NH:32][C:26]1[CH:31]=[CH:30][CH:29]=[CH:28][CH:27]=1)=[O:34])[CH:3]=4)[C:7](=[O:14])[NH:8][C:9](=[O:13])[NH:10][C:11]3=[O:12]. (3) Given the reactants [CH2:1]([O:8][C:9]1[C:10]([N+:23]([O-])=O)=[C:11]([CH:16]=[CH:17]N2CCCC2)[C:12]([Br:15])=[CH:13][CH:14]=1)[C:2]1[CH:7]=[CH:6][CH:5]=[CH:4][CH:3]=1, predict the reaction product. The product is: [CH2:1]([O:8][C:9]1[CH:14]=[CH:13][C:12]([Br:15])=[C:11]2[C:10]=1[NH:23][CH:17]=[CH:16]2)[C:2]1[CH:3]=[CH:4][CH:5]=[CH:6][CH:7]=1. (4) Given the reactants [Cl-].[In+3].[Cl-].[Cl-].FC(F)(F)C(O)=O.[Cl:12][C:13]1[CH:18]=[CH:17][C:16]([CH:19](O)[CH:20]2[CH2:22][CH:21]2[C:23]#[N:24])=[C:15]([O:26][CH3:27])[CH:14]=1.[F:28][C:29]1[CH:30]=[C:31]2[C:35](=[C:36]([CH2:38][S:39]([CH3:42])(=[O:41])=[O:40])[CH:37]=1)[NH:34][CH:33]=[CH:32]2.[Cl-].[NH4+], predict the reaction product. The product is: [Cl:12][C:13]1[CH:18]=[CH:17][C:16]([CH:19]([C:32]2[C:31]3[C:35](=[C:36]([CH2:38][S:39]([CH3:42])(=[O:40])=[O:41])[CH:37]=[C:29]([F:28])[CH:30]=3)[NH:34][CH:33]=2)[CH:20]2[CH2:22][CH:21]2[C:23]#[N:24])=[C:15]([O:26][CH3:27])[CH:14]=1. (5) Given the reactants Br[C:2]1[CH:18]=[CH:17][C:5]2[C:6]([CH3:16])=[C:7](/[CH:9]=[CH:10]/[C:11]([O:13][CH2:14][CH3:15])=[O:12])[S:8][C:4]=2[CH:3]=1.CC1C2C=C([C:29]([F:32])([F:31])[F:30])C=CC=2SC=1C=O, predict the reaction product. The product is: [CH3:16][C:6]1[C:5]2[CH:17]=[C:18]([C:29]([F:32])([F:31])[F:30])[CH:2]=[CH:3][C:4]=2[S:8][C:7]=1/[CH:9]=[CH:10]/[C:11]([O:13][CH2:14][CH3:15])=[O:12]. (6) Given the reactants [ClH:1].[OH:2][C:3]1([CH3:12])[CH2:7][NH:6][C@H:5]([C:8](OC)=[O:9])[CH2:4]1.[NH3:13].CO, predict the reaction product. The product is: [ClH:1].[OH:2][C:3]1([CH3:12])[CH2:7][NH:6][C@H:5]([C:8]([NH2:13])=[O:9])[CH2:4]1. (7) Given the reactants [C:1]([OH:12])(=[O:11])[C:2]1[CH:10]=[CH:9][C:7]([OH:8])=[C:4]([O:5][CH3:6])[CH:3]=1.C(O)(=O)C[C:15]1[CH:23]=[CH:22][C:20]([OH:21])=[C:17]([O:18][CH3:19])[CH:16]=1.[CH3:26][C:27]([C:29]1[CH:37]=[CH:36][C:34]([OH:35])=[C:31]([O:32][CH3:33])[CH:30]=1)=[O:28], predict the reaction product. The product is: [C:1]([OH:12])(=[O:11])[C:2]1[CH:10]=[C:9]([O:18][CH3:17])[C:7]([OH:8])=[C:4]([O:5][CH3:6])[CH:3]=1.[CH3:26][C:27]([C:29]1[CH:30]=[C:31]([O:32][CH3:33])[C:34]([OH:35])=[C:36]([O:5][CH3:4])[CH:37]=1)=[O:28].[CH3:4][O:5][C:22]1[CH:23]=[CH:15][CH:16]=[C:17]([O:18][CH3:19])[C:20]=1[OH:21]. (8) Given the reactants [NH2:1][C@@H:2]([CH2:9][C:10]1[CH:15]=[CH:14][CH:13]=[CH:12][CH:11]=1)[C:3]([NH:5][CH2:6][C:7]#[N:8])=[O:4].ClC1C=CC=CC=1C1C=CC(C(O)=O)=CC=1.[C:32]1([C:38]2[S:39][C:40]([C:49](O)=[O:50])=[CH:41][C:42]=2[C:43]2[CH:48]=[CH:47][CH:46]=[CH:45][CH:44]=2)[CH:37]=[CH:36][CH:35]=[CH:34][CH:33]=1, predict the reaction product. The product is: [C:7]([CH2:6][NH:5][C:3]([C@@H:2]([NH:1][C:49]([C:40]1[S:39][C:38]([C:32]2[CH:37]=[CH:36][CH:35]=[CH:34][CH:33]=2)=[C:42]([C:43]2[CH:48]=[CH:47][CH:46]=[CH:45][CH:44]=2)[CH:41]=1)=[O:50])[CH2:9][C:10]1[CH:11]=[CH:12][CH:13]=[CH:14][CH:15]=1)=[O:4])#[N:8]. (9) Given the reactants [CH2:1]([C:5]1[N:6]([CH2:14][C:15]2[CH:20]=[CH:19][C:18]([C:21]3[C:22]([C:27]#[N:28])=[CH:23][CH:24]=[CH:25][CH:26]=3)=[CH:17][CH:16]=2)[C:7](=[O:13])[CH:8]=[C:9]([CH2:11][CH3:12])[N:10]=1)[CH2:2][CH2:3][CH3:4].[Br:29]Br, predict the reaction product. The product is: [Br:29][C:8]1[C:7](=[O:13])[N:6]([CH2:14][C:15]2[CH:16]=[CH:17][C:18]([C:21]3[C:22]([C:27]#[N:28])=[CH:23][CH:24]=[CH:25][CH:26]=3)=[CH:19][CH:20]=2)[C:5]([CH2:1][CH2:2][CH2:3][CH3:4])=[N:10][C:9]=1[CH2:11][CH3:12].